From a dataset of Catalyst prediction with 721,799 reactions and 888 catalyst types from USPTO. Predict which catalyst facilitates the given reaction. (1) Reactant: [CH3:1][C:2]1[NH:3][C:4]2[C:9]([C:10]=1[CH3:11])=[CH:8][C:7]([C:12]([O:14][CH2:15][CH:16]=[CH2:17])=[O:13])=[CH:6][CH:5]=2.Br[CH2:19][C:20]1[CH:31]=[CH:30][C:23]([O:24][CH2:25][C:26]([O:28][CH3:29])=[O:27])=[CH:22][CH:21]=1.[H-].[Na+].Cl. Product: [CH3:29][O:28][C:26](=[O:27])[CH2:25][O:24][C:23]1[CH:22]=[CH:21][C:20]([CH2:19][N:3]2[C:4]3[C:9](=[CH:8][C:7]([C:12]([O:14][CH2:15][CH:16]=[CH2:17])=[O:13])=[CH:6][CH:5]=3)[C:10]([CH3:11])=[C:2]2[CH3:1])=[CH:31][CH:30]=1. The catalyst class is: 39. (2) Reactant: Cl.[N+:2]([C:5]1[CH:6]=[C:7]([S:11]([NH:14][C:15]2[CH:16]=[C:17]3[C:21](=[CH:22][CH:23]=2)[NH:20][N:19]=[C:18]3[C:24]2[CH:29]=[CH:28][CH:27]=[CH:26][CH:25]=2)(=[O:13])=[O:12])[CH:8]=[CH:9][CH:10]=1)([O-])=O. Product: [NH2:2][C:5]1[CH:6]=[C:7]([S:11]([NH:14][C:15]2[CH:16]=[C:17]3[C:21](=[CH:22][CH:23]=2)[NH:20][N:19]=[C:18]3[C:24]2[CH:25]=[CH:26][CH:27]=[CH:28][CH:29]=2)(=[O:13])=[O:12])[CH:8]=[CH:9][CH:10]=1. The catalyst class is: 190. (3) Reactant: [Br:1][C:2]1[CH:7]=[CH:6][CH:5]=[CH:4][CH:3]=1.[CH3:8][C:9]([CH3:14])=[CH:10][C:11]([OH:13])=[O:12].[NH4+].[Cl-].[Al+3].[Cl-].[Cl-].[Cl-]. Product: [CH3:8][C:9]([C:5]1[CH:6]=[CH:7][C:2]([Br:1])=[CH:3][CH:4]=1)([CH3:14])[CH2:10][C:11]([OH:13])=[O:12]. The catalyst class is: 2. (4) Reactant: [C:1]1([N:7]=[C:8]=[S:9])[CH:6]=[CH:5][CH:4]=[CH:3][CH:2]=1.[CH2:10]([N:17]1[C:21]2([CH2:26][CH2:25][NH:24][CH2:23][CH2:22]2)[NH:20][CH:19]([CH2:27][C:28]2[CH:33]=[CH:32][CH:31]=[CH:30][CH:29]=2)[C:18]1=[O:34])[C:11]1[CH:16]=[CH:15][CH:14]=[CH:13][CH:12]=1. Product: [C:1]1([NH:7][C:8]([N:24]2[CH2:25][CH2:26][C:21]3([N:17]([CH2:10][C:11]4[CH:16]=[CH:15][CH:14]=[CH:13][CH:12]=4)[C:18](=[O:34])[CH:19]([CH2:27][C:28]4[CH:33]=[CH:32][CH:31]=[CH:30][CH:29]=4)[NH:20]3)[CH2:22][CH2:23]2)=[S:9])[CH:6]=[CH:5][CH:4]=[CH:3][CH:2]=1. The catalyst class is: 11. (5) Product: [C:1]([C:5]1[C:6]2[CH:12]([C:13]3[CH:18]=[CH:17][CH:16]=[CH:15][C:14]=3[O:19][CH3:20])[N:11]([C:21]3[CH:26]=[CH:25][C:24]([C:27]4[O:31][N:30]=[C:29]([CH2:32][OH:33])[CH:28]=4)=[CH:23][CH:22]=3)[C:10](=[O:35])[C:7]=2[NH:8][N:9]=1)([CH3:4])([CH3:2])[CH3:3]. Reactant: [C:1]([C:5]1[C:6]2[CH:12]([C:13]3[CH:18]=[CH:17][CH:16]=[CH:15][C:14]=3[O:19][CH3:20])[N:11]([C:21]3[CH:26]=[CH:25][C:24]([C:27]4[O:31][N:30]=[C:29]([C:32](O)=[O:33])[CH:28]=4)=[CH:23][CH:22]=3)[C:10](=[O:35])[C:7]=2[NH:8][N:9]=1)([CH3:4])([CH3:3])[CH3:2].C(N(CC)CC)C.C(Cl)(=O)OCC.[BH4-].[Na+]. The catalyst class is: 799. (6) Reactant: C(OC[N:10]1[C:14]2[CH:15]=[N:16][N:17]([CH2:20][O:21][CH2:22][CH2:23][Si:24]([CH3:27])([CH3:26])[CH3:25])[C:18](=[O:19])[C:13]=2[C:12]([CH:28]([CH3:30])[CH3:29])=[C:11]1[C:31]1[CH:36]=[CH:35][C:34]([O:37][CH:38]([F:40])[F:39])=[C:33]([O:41][CH:42]2[CH2:44][CH2:43]2)[CH:32]=1)C1C=CC=CC=1.N.[H][H]. Product: [CH:42]1([O:41][C:33]2[CH:32]=[C:31]([C:11]3[NH:10][C:14]4[CH:15]=[N:16][N:17]([CH2:20][O:21][CH2:22][CH2:23][Si:24]([CH3:26])([CH3:25])[CH3:27])[C:18](=[O:19])[C:13]=4[C:12]=3[CH:28]([CH3:30])[CH3:29])[CH:36]=[CH:35][C:34]=2[O:37][CH:38]([F:40])[F:39])[CH2:44][CH2:43]1. The catalyst class is: 63. (7) The catalyst class is: 15. Reactant: CO[CH2:3][C:4]1[C:9]([CH2:10][CH3:11])=[CH:8][CH:7]=[CH:6][C:5]=1[N:12]1[C:16](=[O:17])[N:15]([CH3:18])[N:14]=[N:13]1.[BrH:19].C(O)(=O)C.[Cl-].[Na+]. Product: [Br:19][CH2:3][C:4]1[C:9]([CH2:10][CH3:11])=[CH:8][CH:7]=[CH:6][C:5]=1[N:12]1[C:16](=[O:17])[N:15]([CH3:18])[N:14]=[N:13]1.